This data is from Full USPTO retrosynthesis dataset with 1.9M reactions from patents (1976-2016). The task is: Predict the reactants needed to synthesize the given product. (1) Given the product [CH3:22][Si:23]([CH3:28])([C:24]([CH3:27])([CH3:26])[CH3:25])[N:1]1[C:9]2[C:4](=[CH:5][CH:6]=[CH:7][CH:8]=2)[CH:3]=[CH:2]1, predict the reactants needed to synthesize it. The reactants are: [NH:1]1[C:9]2[C:4](=[CH:5][CH:6]=[CH:7][CH:8]=2)[CH:3]=[CH:2]1.[H-].[Na+].[Na]N1C2C(=CC=CC=2)C=C1.[CH3:22][Si:23](Cl)([CH3:28])[C:24]([CH3:27])([CH3:26])[CH3:25]. (2) Given the product [NH:1]1[C:2]2[C:13](=[CH:11][CH:5]=[CH:6][CH:7]=2)[CH:14]=[CH:15][C:16]1=[O:18], predict the reactants needed to synthesize it. The reactants are: [NH2:1][C:2]1NO[C:5]2[CH:11]=CC=C[C:6]=2[CH:7]=1.F[C:13](F)(F)[C:14](=O)[CH2:15][C:16]([O-:18])=O.S(=O)(=O)(O)O.